From a dataset of Peptide-MHC class II binding affinity with 134,281 pairs from IEDB. Regression. Given a peptide amino acid sequence and an MHC pseudo amino acid sequence, predict their binding affinity value. This is MHC class II binding data. (1) The peptide sequence is QLQPFPQPQLPY. The MHC is HLA-DQA10501-DQB10201 with pseudo-sequence HLA-DQA10501-DQB10201. The binding affinity (normalized) is 0.246. (2) The peptide sequence is SAGRSRRSRRAIDLP. The MHC is DRB1_0901 with pseudo-sequence DRB1_0901. The binding affinity (normalized) is 0. (3) The peptide sequence is YGFVANFSMELPSFG. The MHC is DRB1_1501 with pseudo-sequence DRB1_1501. The binding affinity (normalized) is 0.738. (4) The peptide sequence is FRNIVNMLHGVRDGL. The MHC is DRB1_1501 with pseudo-sequence DRB1_1501. The binding affinity (normalized) is 0.593. (5) The peptide sequence is PRSPTVFYNIPPMPLPPSQL. The binding affinity (normalized) is 0.435. The MHC is HLA-DPA10201-DPB10101 with pseudo-sequence HLA-DPA10201-DPB10101. (6) The peptide sequence is KRVVASLMRGLSSRK. The MHC is DRB1_1101 with pseudo-sequence DRB1_1101. The binding affinity (normalized) is 0.851. (7) The peptide sequence is GGFMTTAFQYIIDNKG. The MHC is HLA-DQA10101-DQB10501 with pseudo-sequence HLA-DQA10101-DQB10501. The binding affinity (normalized) is 0.305.